From a dataset of Full USPTO retrosynthesis dataset with 1.9M reactions from patents (1976-2016). Predict the reactants needed to synthesize the given product. (1) Given the product [Br:8][C:9]1[CH:17]=[CH:16][CH:15]=[C:14]2[C:10]=1[CH2:11][CH2:12][C@@H:13]2[O:18][CH:6]1[CH2:5][CH2:4][CH2:3][CH2:2][O:1]1, predict the reactants needed to synthesize it. The reactants are: [O:1]1[CH:6]=[CH:5][CH2:4][CH2:3][CH2:2]1.Cl.[Br:8][C:9]1[CH:17]=[CH:16][CH:15]=[C:14]2[C:10]=1[CH2:11][CH2:12][C@@H:13]2[OH:18].C(=O)([O-])O.[Na+]. (2) Given the product [O:16]=[C:11]([CH2:1][CH2:2][CH2:3][CH3:4])[CH2:12][C:13]([O:14][CH2:9][CH3:17])=[O:15], predict the reactants needed to synthesize it. The reactants are: [C:1](Cl)(=O)[CH2:2][CH2:3][CH2:4]C.C[C:9]1([CH3:17])[O:14][C:13](=[O:15])[CH2:12][C:11](=[O:16])O1. (3) The reactants are: [CH3:1][C:2]([C:6]1[CH:10]=[C:9]([NH:11][C:12]2[N:20]=[CH:19][CH:18]=[CH:17][C:13]=2[C:14](O)=[O:15])[N:8]([C:21]2[CH:26]=[CH:25][CH:24]=[C:23]([F:27])[C:22]=2[O:28][CH3:29])[N:7]=1)([CH3:5])[CH2:3][CH3:4].C(Cl)(=O)C(Cl)=O.[CH3:36]N.C[C:39]#[N:40]. Given the product [CH3:5][C:2]([C:6]1[CH:10]=[C:9]([NH:11][C:12]2[N:20]=[CH:19][CH:18]=[CH:17][C:13]=2[C:14]([N:40]([CH3:39])[CH3:36])=[O:15])[N:8]([C:21]2[CH:26]=[CH:25][CH:24]=[C:23]([F:27])[C:22]=2[O:28][CH3:29])[N:7]=1)([CH3:1])[CH2:3][CH3:4], predict the reactants needed to synthesize it. (4) The reactants are: [Cl:1][C:2]1[C:14]([Cl:15])=[CH:13][CH:12]=[CH:11][C:3]=1[CH2:4][CH:5]([C:8](=O)[CH3:9])[C:6]#[N:7].O.[NH2:17][NH2:18]. Given the product [Cl:1][C:2]1[C:14]([Cl:15])=[CH:13][CH:12]=[CH:11][C:3]=1[CH2:4][C:5]1[C:8]([CH3:9])=[N:17][NH:18][C:6]=1[NH2:7], predict the reactants needed to synthesize it. (5) Given the product [CH2:25]([O:27][C:28]1[CH:29]=[CH:30][C:31]([S:34]([N:11]2[CH2:10][CH2:9][N:8]3[C:13](=[O:14])[C:5]4[CH:4]=[CH:3][C:2]([CH3:1])=[N:15][C:6]=4[CH:7]3[CH2:12]2)(=[O:36])=[O:35])=[CH:32][CH:33]=1)[CH3:26], predict the reactants needed to synthesize it. The reactants are: [CH3:1][C:2]1[CH:3]=[CH:4][C:5]2[C:13](=[O:14])[N:8]3[CH2:9][CH2:10][NH:11][CH2:12][CH:7]3[C:6]=2[N:15]=1.CCN(C(C)C)C(C)C.[CH2:25]([O:27][C:28]1[CH:33]=[CH:32][C:31]([S:34](Cl)(=[O:36])=[O:35])=[CH:30][CH:29]=1)[CH3:26]. (6) Given the product [NH:5]1[C:13]2[CH:12]=[CH:11][N:10]=[C:9]([N:14]3[CH2:15][CH2:16][N:17]([CH2:20][CH2:21][C:22]4[C:30]5[C:25](=[CH:26][CH:27]=[C:28]([CH:31]([C:34]6[N:35]=[CH:36][N:37]([C:39]([C:40]7[CH:45]=[CH:44][CH:43]=[CH:42][CH:41]=7)([C:52]7[CH:53]=[CH:54][CH:55]=[CH:56][CH:57]=7)[C:46]7[CH:47]=[CH:48][CH:49]=[CH:50][CH:51]=7)[CH:38]=6)[OH:32])[CH:29]=5)[NH:24][CH:23]=4)[CH2:18][CH2:19]3)[C:8]=2[CH:7]=[CH:6]1, predict the reactants needed to synthesize it. The reactants are: C([Mg]Br)C.[NH:5]1[C:13]2[CH:12]=[CH:11][N:10]=[C:9]([N:14]3[CH2:19][CH2:18][N:17]([CH2:20][CH2:21][C:22]4[C:30]5[C:25](=[CH:26][CH:27]=[C:28]([CH:31]=[O:32])[CH:29]=5)[NH:24][CH:23]=4)[CH2:16][CH2:15]3)[C:8]=2[CH:7]=[CH:6]1.I[C:34]1[N:35]=[CH:36][N:37]([C:39]([C:52]2[CH:57]=[CH:56][CH:55]=[CH:54][CH:53]=2)([C:46]2[CH:51]=[CH:50][CH:49]=[CH:48][CH:47]=2)[C:40]2[CH:45]=[CH:44][CH:43]=[CH:42][CH:41]=2)[CH:38]=1.[NH4+].[Cl-].